Dataset: Catalyst prediction with 721,799 reactions and 888 catalyst types from USPTO. Task: Predict which catalyst facilitates the given reaction. (1) Reactant: C([N:8]1[CH2:13][CH2:12][C:11]([CH2:15][OH:16])([OH:14])[CH2:10][CH2:9]1)C1C=CC=CC=1.[H][H]. Product: [OH:16][CH2:15][C:11]1([OH:14])[CH2:12][CH2:13][NH:8][CH2:9][CH2:10]1. The catalyst class is: 19. (2) Reactant: Br[C:2]1[C:3]([CH3:15])=[C:4]([CH3:14])[C:5]2[O:9][C:8]([CH3:11])([CH3:10])[CH2:7][C:6]=2[C:12]=1[CH3:13].[CH3:16][O:17][C:18]1[CH:23]=[CH:22][C:21]([N:24]2[CH2:29][CH2:28][NH:27][CH2:26][CH2:25]2)=[CH:20][CH:19]=1.C1C=CC(P(C2C(C3C(P(C4C=CC=CC=4)C4C=CC=CC=4)=CC=C4C=3C=CC=C4)=C3C(C=CC=C3)=CC=2)C2C=CC=CC=2)=CC=1.CC(C)([O-])C.[Na+]. The catalyst class is: 706. Product: [CH3:16][O:17][C:18]1[CH:19]=[CH:20][C:21]([N:24]2[CH2:29][CH2:28][N:27]([C:2]3[C:3]([CH3:15])=[C:4]([CH3:14])[C:5]4[O:9][C:8]([CH3:11])([CH3:10])[CH2:7][C:6]=4[C:12]=3[CH3:13])[CH2:26][CH2:25]2)=[CH:22][CH:23]=1. (3) Reactant: I[C:2]1[CH:3]=[C:4]([C:8]([F:11])([F:10])[F:9])[CH:5]=[CH:6][CH:7]=1.C([Mg]Cl)(C)C.[Cl-].[Li+].[F:19][C:20]1[CH:25]=[CH:24][C:23]([CH:26]([NH:33][C:34](=[O:40])[O:35][C:36]([CH3:39])([CH3:38])[CH3:37])[C:27](N(OC)C)=[O:28])=[CH:22][CH:21]=1.[Cl-].[NH4+]. Product: [F:19][C:20]1[CH:25]=[CH:24][C:23]([CH:26]([NH:33][C:34](=[O:40])[O:35][C:36]([CH3:38])([CH3:37])[CH3:39])[C:27](=[O:28])[C:2]2[CH:7]=[CH:6][CH:5]=[C:4]([C:8]([F:11])([F:10])[F:9])[CH:3]=2)=[CH:22][CH:21]=1. The catalyst class is: 1. (4) Reactant: C[Si](CCOC[N:9]1[CH:14]=[CH:13][C:12](=[O:15])[CH:11]=[CH:10]1)(C)C.FC(F)(F)S(O[CH:22]([CH3:33])[C:23]([O:25][CH2:26][C:27]1[CH:32]=[CH:31][CH:30]=[CH:29][CH:28]=1)=[O:24])(=O)=O. Product: [N:9]1[CH:10]=[CH:11][C:12]([O:15][CH:22]([CH3:33])[C:23]([O:25][CH2:26][C:27]2[CH:32]=[CH:31][CH:30]=[CH:29][CH:28]=2)=[O:24])=[CH:13][CH:14]=1. The catalyst class is: 2. (5) Reactant: [CH3:1][C:2]1[O:3][C:4]([C:9]2[CH2:13][C:12]([C:18]3[CH:23]=[C:22]([Cl:24])[C:21]([Cl:25])=[C:20]([Cl:26])[CH:19]=3)([C:14]([F:17])([F:16])[F:15])[O:11][N:10]=2)=[CH:5][C:6]=1[CH:7]=O.[C:27](NC(=O)[O-])([CH3:30])([CH3:29])[CH3:28].FC(F)(F)[C:37]([OH:39])=[O:38].C([SiH](CC)CC)C.C(#[N:51])C. Product: [C:27]([O:39][C:37](=[O:38])[NH:51][CH2:7][C:6]1[CH:5]=[C:4]([C:9]2[CH2:13][C:12]([C:18]3[CH:23]=[C:22]([Cl:24])[C:21]([Cl:25])=[C:20]([Cl:26])[CH:19]=3)([C:14]([F:15])([F:16])[F:17])[O:11][N:10]=2)[O:3][C:2]=1[CH3:1])([CH3:30])([CH3:29])[CH3:28]. The catalyst class is: 13. (6) Reactant: [CH:1]([O:4][CH2:5][C:6]1[CH:11]=[CH:10][CH:9]=[CH:8][N:7]=1)([CH3:3])[CH3:2].ClC1C=C(C=CC=1)C(OO)=[O:17].C(Cl)(Cl)Cl. Product: [CH:1]([O:4][CH2:5][C:6]1[CH:11]=[CH:10][CH:9]=[CH:8][N+:7]=1[O-:17])([CH3:3])[CH3:2]. The catalyst class is: 4. (7) Reactant: [Cl:1][C:2]1[CH:3]=[CH:4][C:5]([CH2:15][CH3:16])=[C:6]([C:8]2[NH:9][CH:10]=[CH:11][C:12]=2[C:13]#[N:14])[CH:7]=1.CN(C=O)C.[C:22]1([S:28](Cl)(=[O:30])=[O:29])[CH:27]=[CH:26][CH:25]=[CH:24][CH:23]=1.O. Product: [Cl:1][C:2]1[CH:3]=[CH:4][C:5]([CH2:15][CH3:16])=[C:6]([C:8]2[N:9]([S:28]([C:22]3[CH:27]=[CH:26][CH:25]=[CH:24][CH:23]=3)(=[O:30])=[O:29])[CH:10]=[CH:11][C:12]=2[C:13]#[N:14])[CH:7]=1. The catalyst class is: 25. (8) Reactant: Cl[C:2]1[CH:11]=[CH:10][C:9]2[C:4](=[CH:5][CH:6]=[C:7]([Cl:24])[C:8]=2[NH:12][C:13](=[O:23])[CH2:14][C@@H:15]([CH3:22])[C:16]2[CH:21]=[CH:20][CH:19]=[CH:18][CH:17]=2)[N:3]=1.[NH:25]1[CH2:29][CH2:28][C@@H:27]([OH:30])[CH2:26]1. Product: [Cl:24][C:7]1[C:8]([NH:12][C:13](=[O:23])[CH2:14][C@@H:15]([CH3:22])[C:16]2[CH:21]=[CH:20][CH:19]=[CH:18][CH:17]=2)=[C:9]2[C:4](=[CH:5][CH:6]=1)[N:3]=[C:2]([N:25]1[CH2:29][CH2:28][C@@H:27]([OH:30])[CH2:26]1)[CH:11]=[CH:10]2. The catalyst class is: 10. (9) Product: [Cl:1][C:2]1[CH:3]=[CH:4][C:5]([CH:8]([C:15]2[CH:16]=[CH:17][CH:18]=[CH:19][CH:20]=2)[N:9]2[CH2:10][CH2:11][N:12]([CH2:22][CH2:23][O:24][CH2:25][C:26]([NH2:28])=[O:27])[CH2:13][CH2:14]2)=[CH:6][CH:7]=1. The catalyst class is: 11. Reactant: [Cl:1][C:2]1[CH:7]=[CH:6][C:5]([CH:8]([C:15]2[CH:20]=[CH:19][CH:18]=[CH:17][CH:16]=2)[N:9]2[CH2:14][CH2:13][NH:12][CH2:11][CH2:10]2)=[CH:4][CH:3]=1.Cl[CH2:22][CH2:23][O:24][CH2:25][C:26]([NH2:28])=[O:27].C(=O)([O-])[O-].[Na+].[Na+].[I-].[K+].C.